Dataset: Peptide-MHC class II binding affinity with 134,281 pairs from IEDB. Task: Regression. Given a peptide amino acid sequence and an MHC pseudo amino acid sequence, predict their binding affinity value. This is MHC class II binding data. (1) The peptide sequence is FESYKMDSRIARALR. The MHC is DRB1_1302 with pseudo-sequence DRB1_1302. The binding affinity (normalized) is 0.367. (2) The peptide sequence is GELKIVDKIDAAFKI. The MHC is DRB1_1201 with pseudo-sequence DRB1_1201. The binding affinity (normalized) is 0.612.